From a dataset of Forward reaction prediction with 1.9M reactions from USPTO patents (1976-2016). Predict the product of the given reaction. (1) Given the reactants O=[C:2]([CH3:17])[CH2:3][C:4]([O:6][CH2:7][C:8]1[CH:16]=[CH:15][C:11]2[O:12][CH2:13][O:14][C:10]=2[CH:9]=1)=[O:5].[NH2:18][C:19]([NH2:21])=[O:20].[O:22]1[CH:26]=[CH:25][CH:24]=[C:23]1[CH:27]=O, predict the reaction product. The product is: [O:22]1[CH:26]=[CH:25][CH:24]=[C:23]1[CH:27]1[C:3]([C:4]([O:6][CH2:7][C:8]2[CH:16]=[CH:15][C:11]3[O:12][CH2:13][O:14][C:10]=3[CH:9]=2)=[O:5])=[C:2]([CH3:17])[NH:21][C:19](=[O:20])[NH:18]1. (2) Given the reactants Br[C:2]1[CH:3]=[C:4]([C@:8]([NH:12][C:13](=[O:16])[CH2:14][Cl:15])([CH3:11])[CH2:9][OH:10])[CH:5]=[CH:6][CH:7]=1.[K].CCSC([N:23](CC(C)C)CC(C)C)=O, predict the reaction product. The product is: [ClH:15].[NH2:23][C:2]1[CH:3]=[C:4]([C@@:8]2([CH3:11])[NH:12][C:13](=[O:16])[CH2:14][O:10][CH2:9]2)[CH:5]=[CH:6][CH:7]=1. (3) Given the reactants [F:1][C:2]1[CH:7]=[CH:6][CH:5]=[C:4]([F:8])[C:3]=1[C:9]1[N:14]=[C:13]([C:15]([OH:17])=O)[CH:12]=[CH:11][C:10]=1[F:18].[NH2:19][C:20]1[C:21]([N:29]2[CH2:34][C@H:33]([CH3:35])[C@@H:32]([O:36][Si:37]([C:40]([CH3:43])([CH3:42])[CH3:41])([CH3:39])[CH3:38])[C@H:31]([NH:44][C:45](=[O:51])[O:46][C:47]([CH3:50])([CH3:49])[CH3:48])[CH2:30]2)=[C:22]2[CH2:28][CH2:27][O:26][C:23]2=[N:24][CH:25]=1.CN(C(ON1N=NC2C=CC=NC1=2)=[N+](C)C)C.F[P-](F)(F)(F)(F)F.CCN(C(C)C)C(C)C, predict the reaction product. The product is: [Si:37]([O:36][C@@H:32]1[C@@H:33]([CH3:35])[CH2:34][N:29]([C:21]2[C:20]([NH:19][C:15]([C:13]3[CH:12]=[CH:11][C:10]([F:18])=[C:9]([C:3]4[C:4]([F:8])=[CH:5][CH:6]=[CH:7][C:2]=4[F:1])[N:14]=3)=[O:17])=[CH:25][N:24]=[C:23]3[O:26][CH2:27][CH2:28][C:22]=23)[CH2:30][C@H:31]1[NH:44][C:45](=[O:51])[O:46][C:47]([CH3:50])([CH3:49])[CH3:48])([C:40]([CH3:43])([CH3:41])[CH3:42])([CH3:38])[CH3:39].